This data is from Forward reaction prediction with 1.9M reactions from USPTO patents (1976-2016). The task is: Predict the product of the given reaction. (1) Given the reactants [CH3:1][S:2]([C:5]1[CH:10]=[C:9]([N+:11]([O-:13])=[O:12])[CH:8]=[C:7]([N+]([O-])=O)[CH:6]=1)(=[O:4])=[O:3].[CH3:17][O-:18].[Na+], predict the reaction product. The product is: [CH3:17][O:18][C:7]1[CH:8]=[C:9]([N+:11]([O-:13])=[O:12])[CH:10]=[C:5]([S:2]([CH3:1])(=[O:4])=[O:3])[CH:6]=1. (2) Given the reactants [C:1]([O:5][C:6](=[O:20])[CH2:7][NH:8][CH2:9][C:10]1[CH:15]=[CH:14][C:13]([N+:16]([O-:18])=[O:17])=[CH:12][C:11]=1[NH2:19])([CH3:4])([CH3:3])[CH3:2].I[CH3:22], predict the reaction product. The product is: [C:1]([O:5][C:6](=[O:20])[CH2:7][N:8]([CH2:9][C:10]1[CH:15]=[CH:14][C:13]([N+:16]([O-:18])=[O:17])=[CH:12][C:11]=1[NH2:19])[CH3:22])([CH3:4])([CH3:2])[CH3:3]. (3) Given the reactants [CH3:1][C:2]1[O:6][N:5]=[C:4]([C:7]2[N:12]=[CH:11][C:10]([O:13][C:14]3[CH:15]=[CH:16][C:17]([N+:23]([O-:25])=[O:24])=[C:18]([CH:22]=3)[C:19](O)=[O:20])=[CH:9][CH:8]=2)[N:3]=1.[BH4-].[Na+].C(O)(=O)CC(CC(O)=O)(C(O)=O)O, predict the reaction product. The product is: [CH3:1][C:2]1[O:6][N:5]=[C:4]([C:7]2[N:12]=[CH:11][C:10]([O:13][C:14]3[CH:15]=[CH:16][C:17]([N+:23]([O-:25])=[O:24])=[C:18]([CH2:19][OH:20])[CH:22]=3)=[CH:9][CH:8]=2)[N:3]=1. (4) Given the reactants [N:1]1([C:7]2[CH:8]=[CH:9][C:10]3[N:11]([C:13]([C:16]([F:19])([F:18])[F:17])=[N:14][N:15]=3)[N:12]=2)[CH2:6][CH2:5][NH:4][CH2:3][CH2:2]1.[N:20]1[CH:25]=[CH:24][CH:23]=[CH:22][C:21]=1[CH:26]=O, predict the reaction product. The product is: [N:20]1[CH:25]=[CH:24][CH:23]=[CH:22][C:21]=1[CH2:26][N:4]1[CH2:3][CH2:2][N:1]([C:7]2[CH:8]=[CH:9][C:10]3[N:11]([C:13]([C:16]([F:17])([F:18])[F:19])=[N:14][N:15]=3)[N:12]=2)[CH2:6][CH2:5]1. (5) The product is: [CH3:28][N:26]1[CH:27]=[C:23]([C:19]2[CH:18]=[C:17]([C:11]3([CH2:14][OH:15])[CH2:12][CH2:13][NH:8][CH2:9][CH2:10]3)[CH:22]=[CH:21][CH:20]=2)[CH:24]=[N:25]1. Given the reactants C(OC([N:8]1[CH2:13][CH2:12][C:11]([C:17]2[CH:22]=[CH:21][CH:20]=[C:19]([C:23]3[CH:24]=[N:25][N:26]([CH3:28])[CH:27]=3)[CH:18]=2)([C:14](O)=[O:15])[CH2:10][CH2:9]1)=O)(C)(C)C.[H-].[Al+3].[Li+].[H-].[H-].[H-], predict the reaction product. (6) Given the reactants [OH:1][C:2]1[CH:10]=[CH:9][C:5]([C:6](O)=[O:7])=[CH:4][C:3]=1[O:11][CH3:12], predict the reaction product. The product is: [OH:1][C:2]1[CH:10]=[CH:9][C:5]([CH:6]=[O:7])=[CH:4][C:3]=1[O:11][CH3:12]. (7) The product is: [CH3:21][O:20][C:16]1[CH:15]=[C:14]([C:9]2[O:10][C:11]([CH3:13])=[CH:12][C:8]=2[C:6]([OH:7])=[O:5])[CH:19]=[CH:18][CH:17]=1. Given the reactants [OH-].[Na+].C([O:5][C:6]([C:8]1[CH:12]=[C:11]([CH3:13])[O:10][C:9]=1[C:14]1[CH:19]=[CH:18][CH:17]=[C:16]([O:20][CH3:21])[CH:15]=1)=[O:7])C, predict the reaction product.